Dataset: Forward reaction prediction with 1.9M reactions from USPTO patents (1976-2016). Task: Predict the product of the given reaction. (1) Given the reactants Cl[C:2]1[C:11]2[C:6](=[CH:7][C:8]([Cl:12])=[CH:9][CH:10]=2)[CH:5]=[CH:4][N:3]=1.[CH3:13][C:14]1([CH3:36])[C:26]2[CH:25]=[C:24](B3OC(C)(C)C(C)(C)O3)[CH:23]=[CH:22][C:21]=2[C:20]2[C:15]1=[CH:16][CH:17]=[CH:18][CH:19]=2.C(=O)([O-])[O-].[K+].[K+], predict the reaction product. The product is: [Cl:12][C:8]1[CH:7]=[C:6]2[C:11](=[CH:10][CH:9]=1)[C:2]([C:24]1[CH:23]=[CH:22][C:21]3[C:20]4[C:15](=[CH:16][CH:17]=[CH:18][CH:19]=4)[C:14]([CH3:36])([CH3:13])[C:26]=3[CH:25]=1)=[N:3][CH:4]=[CH:5]2. (2) The product is: [CH2:4]1[N:3]2[C:12]3[CH:7]([CH2:8][C:9](=[O:18])[CH2:10][C:11]=3[CH:1]=[CH:2]2)[NH:14][CH2:6][CH2:5]1.[CH2:4]1[N:3]2[C:12]3[CH:7]([CH2:8][CH2:9][C:10](=[O:18])[C:11]=3[CH:1]=[CH:2]2)[CH2:6][NH:14][CH2:5]1. Given the reactants [CH2:1]1[C:11]2=[C:12]3[C:7](=[CH:8][CH:9]=[CH:10]2)[C:6](=O)[CH2:5][CH2:4][N:3]3[CH2:2]1.[N-:14]=[N+]=[N-].[Na+].[OH-:18].[Na+], predict the reaction product. (3) Given the reactants [CH2:1]([O:4][N:5]1[C:11](=[O:12])[N:10]2[CH2:13][C@H:6]1[C:7]([C:16]([CH3:18])=[CH2:17])=[CH:8][C@H:9]2[CH2:14][OH:15])[CH:2]=[CH2:3].[CH3:19]I.[H-].[Na+], predict the reaction product. The product is: [CH2:1]([O:4][N:5]1[C:11](=[O:12])[N:10]2[CH2:13][C@H:6]1[C:7]([C:16]([CH3:18])=[CH2:17])=[CH:8][C@H:9]2[CH2:14][O:15][CH3:19])[CH:2]=[CH2:3].